From a dataset of Forward reaction prediction with 1.9M reactions from USPTO patents (1976-2016). Predict the product of the given reaction. Given the reactants [CH2:1]([O:8][C:9]1[C:14](=[O:15])[N:13]=[C:12]([CH2:16][C:17]2([C:22]3[CH:27]=[CH:26][CH:25]=[CH:24][CH:23]=3)[CH2:21][CH2:20][CH2:19][CH2:18]2)[N:11]2[CH2:28][CH2:29][N:30]([CH:33]3[CH2:35][CH2:34]3)[C:31](=[O:32])[C:10]=12)[C:2]1[CH:7]=[CH:6][CH:5]=[CH:4][CH:3]=1.[F:36][C:37]1[CH:76]=CC(CN(CCO)C(C2C(OCC3C=CC=CC=3)=C(O)N=C(CC3(C4C=CC=CC=4)CCCC3)N=2)=O)=[CH:39][CH:38]=1, predict the reaction product. The product is: [CH2:1]([O:8][C:9]1[C:14](=[O:15])[N:13]=[C:12]([CH2:16][C:17]2([C:22]3[CH:23]=[CH:24][CH:25]=[CH:26][CH:27]=3)[CH2:21][CH2:20][CH2:19][CH2:18]2)[N:11]2[CH2:28][CH2:29][N:30]([CH2:33][C:34]3[CH:39]=[CH:38][C:37]([F:36])=[CH:76][CH:35]=3)[C:31](=[O:32])[C:10]=12)[C:2]1[CH:3]=[CH:4][CH:5]=[CH:6][CH:7]=1.